From a dataset of Reaction yield outcomes from USPTO patents with 853,638 reactions. Predict the reaction yield, written as a fraction of the theoretical maximum amount of product (1.0 means a 100% yield; for example, 0.34 means a 34% yield). The reactants are [C:1]1(=[C:6]([N:10]2[CH:14]=[C:13]([C:15]3[C:16]4[CH:23]=[CH:22][N:21](COCC[Si](C)(C)C)[C:17]=4[N:18]=[CH:19][N:20]=3)[CH:12]=[N:11]2)[CH2:7][C:8]#[N:9])[CH2:5][CH2:4][CH2:3][CH2:2]1. The catalyst is C(Cl)Cl.C(O)(C(F)(F)F)=O. The product is [C:1]1(=[C:6]([N:10]2[CH:14]=[C:13]([C:15]3[C:16]4[CH:23]=[CH:22][NH:21][C:17]=4[N:18]=[CH:19][N:20]=3)[CH:12]=[N:11]2)[CH2:7][C:8]#[N:9])[CH2:5][CH2:4][CH2:3][CH2:2]1. The yield is 0.330.